Task: Predict the product of the given reaction.. Dataset: Forward reaction prediction with 1.9M reactions from USPTO patents (1976-2016) (1) Given the reactants O[C:2]1[C:3]2[N:11]=[CH:10][CH:9]=[C:8]([C:12]([NH2:14])=[O:13])[C:4]=2[N:5]=[CH:6][N:7]=1.[NH2:15][CH:16]1[CH:21]([C:22]2[CH:27]=[CH:26][CH:25]=[C:24]([C:28]([F:31])([F:30])[F:29])[CH:23]=2)[CH2:20][CH2:19][N:18](C(OC(C)(C)C)=O)[CH2:17]1, predict the reaction product. The product is: [F:31][C:28]([F:29])([F:30])[C:24]1[CH:23]=[C:22]([CH:21]2[CH2:20][CH2:19][NH:18][CH2:17][CH:16]2[NH:15][C:2]2[C:3]3[N:11]=[CH:10][CH:9]=[C:8]([C:12]([NH2:14])=[O:13])[C:4]=3[N:5]=[CH:6][N:7]=2)[CH:27]=[CH:26][CH:25]=1. (2) Given the reactants N1([O:10][C:11]2[C:20]3[C:15](=[CH:16][CH:17]=[CH:18][CH:19]=3)[N:14]=[CH:13][N:12]=2)C2C=CC=CC=2N=N1.[C:21]1(B(O)O)[CH:26]=[CH:25][CH:24]=[CH:23][CH:22]=1.C([O-])([O-])=O.[Cs+].[Cs+].C[O:37][CH2:38][CH2:39]OC, predict the reaction product. The product is: [N:14]1[C:15]2[C:20](=[CH:19][CH:18]=[CH:17][CH:16]=2)[C:11]([O:10][C:24]2[CH:25]=[CH:26][C:21]([C:38](=[O:37])[CH3:39])=[CH:22][CH:23]=2)=[N:12][CH:13]=1. (3) Given the reactants [CH2:1]([O:8][C:9]1[CH:14]=[CH:13][C:12]([C:15]2[N:20]=[CH:19][N:18]=[C:17]([NH:21][C@H:22]([C:30]([O:32][CH3:33])=[O:31])[CH2:23][C:24]3[CH:29]=[CH:28][CH:27]=[CH:26][CH:25]=3)[C:16]=2[CH:34]=[O:35])=[CH:11][CH:10]=1)[C:2]1[CH:7]=[CH:6][CH:5]=[CH:4][CH:3]=1.[BH4-].[Na+], predict the reaction product. The product is: [CH2:1]([O:8][C:9]1[CH:10]=[CH:11][C:12]([C:15]2[N:20]=[CH:19][N:18]=[C:17]([NH:21][C@H:22]([C:30]([O:32][CH3:33])=[O:31])[CH2:23][C:24]3[CH:25]=[CH:26][CH:27]=[CH:28][CH:29]=3)[C:16]=2[CH2:34][OH:35])=[CH:13][CH:14]=1)[C:2]1[CH:7]=[CH:6][CH:5]=[CH:4][CH:3]=1. (4) Given the reactants Cl[C:2]1[C:3]([C:12]([NH:14][C:15]2[CH:20]=[C:19]([S:21][C:22]([F:25])([F:24])[F:23])[CH:18]=[CH:17][C:16]=2[OH:26])=[O:13])=[N:4][CH:5]=[C:6]([C:8]([F:11])([F:10])[F:9])[CH:7]=1.CN(C=O)C.[CH2:32]([SH:34])[CH3:33].CC(C)([O-])C.[K+], predict the reaction product. The product is: [CH2:32]([S:34][C:2]1[C:3]([C:12]([NH:14][C:15]2[CH:20]=[C:19]([S:21][C:22]([F:25])([F:24])[F:23])[CH:18]=[CH:17][C:16]=2[OH:26])=[O:13])=[N:4][CH:5]=[C:6]([C:8]([F:11])([F:10])[F:9])[CH:7]=1)[CH3:33]. (5) Given the reactants [CH3:1][O:2][C:3]1[CH:8]=[CH:7][CH:6]=[C:5]([CH3:9])[C:4]=1[NH2:10].[Br:11]Br.C(OCC)(=O)C, predict the reaction product. The product is: [Br:11][C:7]1[CH:6]=[C:5]([CH3:9])[C:4]([NH2:10])=[C:3]([O:2][CH3:1])[CH:8]=1.